This data is from Full USPTO retrosynthesis dataset with 1.9M reactions from patents (1976-2016). The task is: Predict the reactants needed to synthesize the given product. (1) Given the product [N:38]([C@H:6]([CH2:23][C:24]1[CH:29]=[C:28]([F:30])[C:27]([F:31])=[CH:26][C:25]=1[F:32])[CH2:7][C:8]([N:10]1[CH2:15][CH2:14][N:13]2[C:16]([C:19]([F:22])([F:21])[F:20])=[N:17][N:18]=[C:12]2[CH2:11]1)=[O:9])=[N+:39]=[N-:40], predict the reactants needed to synthesize it. The reactants are: CS(O[C@@H:6]([CH2:23][C:24]1[CH:29]=[C:28]([F:30])[C:27]([F:31])=[CH:26][C:25]=1[F:32])[CH2:7][C:8]([N:10]1[CH2:15][CH2:14][N:13]2[C:16]([C:19]([F:22])([F:21])[F:20])=[N:17][N:18]=[C:12]2[CH2:11]1)=[O:9])(=O)=O.CN(C)C=O.[N-:38]=[N+:39]=[N-:40].[Na+]. (2) Given the product [Cl:1][C:2]1[CH:10]=[CH:9][CH:8]=[CH:7][C:3]=1[C:4]([C:14]1[CH:19]=[CH:18][CH:17]=[CH:16][CH:15]=1)=[O:5], predict the reactants needed to synthesize it. The reactants are: [Cl:1][C:2]1[CH:10]=[CH:9][C:8]([N+]([O-])=O)=[CH:7][C:3]=1[C:4](Cl)=[O:5].[C:14]1(OC)[CH:19]=[CH:18][CH:17]=[CH:16][CH:15]=1.[Cl-].[Cl-].[Cl-].[Al+3]. (3) The reactants are: [O:1]1[CH:5]2[O:6][CH2:7][CH2:8][CH:4]2[CH:3]([O:9][C:10](=[O:28])[NH:11][CH:12]([CH2:21][C:22]2[CH:27]=[CH:26][CH:25]=[CH:24][CH:23]=2)[CH:13]([OH:20])[CH2:14][NH:15][CH2:16][CH:17]([CH3:19])[CH3:18])[CH2:2]1.[F:29][C:30]1[CH:35]=[CH:34][C:33]([S:36](Cl)(=[O:38])=[O:37])=[CH:32][C:31]=1[C:40]#[N:41].C([O-])(O)=O.[Na+]. Given the product [O:1]1[CH:5]2[O:6][CH2:7][CH2:8][CH:4]2[CH:3]([O:9][C:10](=[O:28])[NH:11][CH:12]([CH2:21][C:22]2[CH:23]=[CH:24][CH:25]=[CH:26][CH:27]=2)[CH:13]([OH:20])[CH2:14][N:15]([S:36]([C:33]2[CH:34]=[CH:35][C:30]([F:29])=[C:31]([C:40]#[N:41])[CH:32]=2)(=[O:37])=[O:38])[CH2:16][CH:17]([CH3:19])[CH3:18])[CH2:2]1, predict the reactants needed to synthesize it. (4) Given the product [Cl:1][C:2]1[CH:7]=[CH:6][CH:5]=[CH:4][C:3]=1[C:8]([N:10]1[CH2:11][CH2:12][NH:13][CH:14]([NH:20][NH2:21])[CH2:15]1)=[O:9], predict the reactants needed to synthesize it. The reactants are: [Cl:1][C:2]1[CH:7]=[CH:6][CH:5]=[CH:4][C:3]=1[C:8]([N:10]1[CH2:15][C:14](OCC)=[N:13][CH2:12][CH2:11]1)=[O:9].O.[NH2:20][NH2:21]. (5) Given the product [N:34]([CH2:18][C@@H:16]([C@@H:15]([NH:19][C:20](=[O:26])[O:21][C:22]([CH3:23])([CH3:25])[CH3:24])[CH2:14][C@H:13]([CH2:12][NH:11][C:9](=[O:10])[C:8]1[CH:30]=[CH:31][CH:32]=[CH:33][C:7]=1[O:6][CH2:5][CH2:4][CH2:3][O:2][CH3:1])[CH:27]([CH3:29])[CH3:28])[OH:17])=[N+:35]=[N-:36], predict the reactants needed to synthesize it. The reactants are: [CH3:1][O:2][CH2:3][CH2:4][CH2:5][O:6][C:7]1[CH:33]=[CH:32][CH:31]=[CH:30][C:8]=1[C:9]([NH:11][CH2:12][C@H:13]([CH:27]([CH3:29])[CH3:28])[CH2:14][C@H:15]([NH:19][C:20](=[O:26])[O:21][C:22]([CH3:25])([CH3:24])[CH3:23])[C@@H:16]1[CH2:18][O:17]1)=[O:10].[N-:34]=[N+:35]=[N-:36].[Na+].[Cl-].[NH4+]. (6) Given the product [C:6]([C@@H:5]([CH2:1][CH:2]([CH3:4])[CH3:3])[CH2:8][C:9]([O-:13])=[O:11])#[N:7].[K+:12], predict the reactants needed to synthesize it. The reactants are: [CH2:1]([CH:5]([CH2:8][C:9]#N)[C:6]#[N:7])[CH:2]([CH3:4])[CH3:3].[OH-:11].[K+:12].[OH2:13]. (7) Given the product [NH2:29][CH:26]1[CH2:27][CH2:28][N:24]([C:21]2[N:22]=[CH:23][C:18]([NH:17][C:5]3[C:4]4[C:9](=[CH:10][CH:11]=[C:2]([C:42]5[CH:41]=[C:40]([O:53][CH3:54])[C:39]([OH:55])=[C:38]([Cl:37])[CH:43]=5)[CH:3]=4)[N:8]=[CH:7][C:6]=3[C:12]([CH:14]3[CH2:15][CH2:16]3)=[O:13])=[CH:19][N:20]=2)[CH2:25]1, predict the reactants needed to synthesize it. The reactants are: Br[C:2]1[CH:3]=[C:4]2[C:9](=[CH:10][CH:11]=1)[N:8]=[CH:7][C:6]([C:12]([CH:14]1[CH2:16][CH2:15]1)=[O:13])=[C:5]2[NH:17][C:18]1[CH:19]=[N:20][C:21]([N:24]2[CH2:28][CH2:27][CH:26]([NH:29]C(=O)OC(C)(C)C)[CH2:25]2)=[N:22][CH:23]=1.[Cl:37][C:38]1[CH:43]=[C:42](B2OC(C)(C)C(C)(C)O2)[CH:41]=[C:40]([O:53][CH3:54])[C:39]=1[OH:55]. (8) The reactants are: [OH:1][C:2]1[CH:7]=[CH:6][C:5]([C:8]2[CH:9]=[CH:10][C:11](=[O:15])[N:12]([CH3:14])[N:13]=2)=[CH:4][CH:3]=1.Br[CH2:17][CH2:18][CH2:19][Cl:20].C([O-])([O-])=O.[K+].[K+]. Given the product [Cl:20][CH2:19][CH2:18][CH2:17][O:1][C:2]1[CH:7]=[CH:6][C:5]([C:8]2[CH:9]=[CH:10][C:11](=[O:15])[N:12]([CH3:14])[N:13]=2)=[CH:4][CH:3]=1, predict the reactants needed to synthesize it. (9) Given the product [CH3:1][C:2]1[C:14]([CH:15]([CH2:38][CH2:37][CH3:41])[C:16]([O:18][CH3:19])=[O:17])=[C:13]([C:20]2[CH:21]=[CH:22][C:23]([CH3:26])=[CH:24][CH:25]=2)[C:12]2[C:11]3[CH2:10][CH2:9][O:8][CH2:7][C:6]=3[S:5][C:4]=2[N:3]=1, predict the reactants needed to synthesize it. The reactants are: [CH3:1][C:2]1[C:14]([CH2:15][C:16]([O:18][CH3:19])=[O:17])=[C:13]([C:20]2[CH:25]=[CH:24][C:23]([CH3:26])=[CH:22][CH:21]=2)[C:12]2[C:11]3[CH2:10][CH2:9][O:8][CH2:7][C:6]=3[S:5][C:4]=2[N:3]=1.[Li+].C[Si]([N-][Si](C)(C)C)(C)C.[CH2:37]1[CH2:41]OC[CH2:38]1.ICCC. (10) Given the product [CH3:1][N:2]([CH3:3])[C:10]1[N:11]=[CH:12][C:13]([C:16]([O:18][CH3:19])=[O:17])=[N:14][CH:15]=1, predict the reactants needed to synthesize it. The reactants are: [CH3:1][NH:2][CH3:3].O1CCCC1.Cl[C:10]1[N:11]=[CH:12][C:13]([C:16]([O:18][CH3:19])=[O:17])=[N:14][CH:15]=1.C(OCC)(=O)C.